From a dataset of Forward reaction prediction with 1.9M reactions from USPTO patents (1976-2016). Predict the product of the given reaction. Given the reactants [Cl:1][C:2]1[CH:3]=[C:4]([OH:11])[C:5]([OH:10])=[C:6]([CH:9]=1)[CH:7]=[O:8].[H-].[Na+].[CH2:14]([O:21][CH2:22][CH2:23][CH2:24]Br)[C:15]1[CH:20]=[CH:19][CH:18]=[CH:17][CH:16]=1, predict the reaction product. The product is: [CH2:14]([O:21][CH2:22][CH2:23][CH2:24][O:11][C:4]1[C:5]([OH:10])=[C:6]([CH:9]=[C:2]([Cl:1])[CH:3]=1)[CH:7]=[O:8])[C:15]1[CH:20]=[CH:19][CH:18]=[CH:17][CH:16]=1.